This data is from Full USPTO retrosynthesis dataset with 1.9M reactions from patents (1976-2016). The task is: Predict the reactants needed to synthesize the given product. (1) Given the product [N+:20]([C:3]1[CH:4]=[C:5]([N:8]2[CH:12]=[N:11][CH:10]=[N:9]2)[CH:6]=[CH:7][C:2]=1[NH:1][C:13](=[O:16])[CH3:14])([O-:22])=[O:21], predict the reactants needed to synthesize it. The reactants are: [NH2:1][C:2]1[CH:7]=[CH:6][C:5]([N:8]2[CH:12]=[N:11][CH:10]=[N:9]2)=[CH:4][CH:3]=1.[C:13]([O:16]C(=O)C)(=O)[CH3:14].[N+:20]([O-])([OH:22])=[O:21]. (2) Given the product [Cl:1][C:2]1[CH:11]=[C:10]([CH:12]([NH2:36])[CH3:13])[C:9]([N:15]2[CH2:20][CH2:19][N:18]([C:21](=[O:29])[C:22]3[CH:27]=[CH:26][CH:25]=[C:24]([F:28])[CH:23]=3)[CH2:17][CH2:16]2)=[C:8]2[C:3]=1[CH:4]=[CH:5][CH:6]=[N:7]2, predict the reactants needed to synthesize it. The reactants are: [Cl:1][C:2]1[CH:11]=[C:10]([C:12](=O)[CH3:13])[C:9]([N:15]2[CH2:20][CH2:19][N:18]([C:21](=[O:29])[C:22]3[CH:27]=[CH:26][CH:25]=[C:24]([F:28])[CH:23]=3)[CH2:17][CH2:16]2)=[C:8]2[C:3]=1[CH:4]=[CH:5][CH:6]=[N:7]2.C([O-])(=O)C.[NH4+].C([BH3-])#[N:36].[Na+].O1CCCC1. (3) Given the product [Cl:21][C:10]1[CH:9]=[C:8]([CH2:7][CH2:23][OH:22])[CH:13]=[CH:12][C:11]=1[O:14][CH2:15][O:16][CH2:17][CH2:18][O:19][CH3:20], predict the reactants needed to synthesize it. The reactants are: [BH4-].[Li+].C(O[CH2:7][C:8]1[CH:13]=[CH:12][C:11]([O:14][CH2:15][O:16][CH2:17][CH2:18][O:19][CH3:20])=[C:10]([Cl:21])[CH:9]=1)(=O)C.[O:22]1CCC[CH2:23]1.